Dataset: Catalyst prediction with 721,799 reactions and 888 catalyst types from USPTO. Task: Predict which catalyst facilitates the given reaction. (1) Reactant: [CH3:1][C:2]1[CH:3]=[C:4]([C:9](=[O:11])[CH3:10])[CH:5]=[C:6]([CH3:8])[CH:7]=1.OS(O)(=O)=O.C1C(=O)N([Br:24])C(=O)C1. Product: [Br:24][CH2:10][C:9]([C:4]1[CH:5]=[C:6]([CH3:8])[CH:7]=[C:2]([CH3:1])[CH:3]=1)=[O:11]. The catalyst class is: 15. (2) Reactant: [H-].[Na+].[NH:3]1[CH2:7][CH2:6][CH2:5][C:4]1=[O:8].[Br:9][CH2:10][CH2:11][CH2:12][CH2:13]Br.O. Product: [Br:9][CH2:10][CH2:11][CH2:12][CH2:13][N:3]1[CH2:7][CH2:6][CH2:5][C:4]1=[O:8]. The catalyst class is: 7. (3) Reactant: [NH2:1][C:2]1[CH:11]=[CH:10][C:5]([C:6]([O:8][CH3:9])=[O:7])=[CH:4][N:3]=1.[C:12]([O:16][C:17](O[C:17]([O:16][C:12]([CH3:15])([CH3:14])[CH3:13])=[O:18])=[O:18])([CH3:15])([CH3:14])[CH3:13]. Product: [C:12]([O:16][C:17]([NH:1][C:2]1[CH:11]=[CH:10][C:5]([C:6]([O:8][CH3:9])=[O:7])=[CH:4][N:3]=1)=[O:18])([CH3:15])([CH3:14])[CH3:13]. The catalyst class is: 107. (4) Reactant: [CH3:1][O:2][C:3]1[CH:4]=[C:5]([C:9]2[CH2:18][CH2:17][C:12]3([O:16][CH2:15][CH2:14][O:13]3)[CH2:11][CH:10]=2)[CH:6]=[CH:7][CH:8]=1. Product: [CH3:1][O:2][C:3]1[CH:4]=[C:5]([CH:9]2[CH2:18][CH2:17][C:12]3([O:16][CH2:15][CH2:14][O:13]3)[CH2:11][CH2:10]2)[CH:6]=[CH:7][CH:8]=1. The catalyst class is: 78. (5) Reactant: [CH3:1][C:2]1([CH3:10])[CH2:7][CH2:6][C:5](=O)[CH2:4][C:3]1=[O:9].C(Cl)(=O)C([Cl:14])=O. Product: [Cl:14][C:5]1[CH2:6][CH2:7][C:2]([CH3:10])([CH3:1])[C:3](=[O:9])[CH:4]=1. The catalyst class is: 2. (6) The catalyst class is: 442. Product: [CH3:16][C:17]1([CH3:25])[CH2:22][CH2:21][C:20](=[O:23])[CH:19]([CH:13]2[CH2:26][CH2:1][NH:11][CH:12]2[CH3:15])[C:18]1=[O:24]. Reactant: [C:1]([NH:11][CH:12]([CH3:15])[CH:13]=O)(OCC1C=CC=CC=1)=O.[CH3:16][C:17]1([CH3:25])[CH2:22][CH2:21][C:20](=[O:23])[CH2:19][C:18]1=[O:24].[CH:26](OCC1C=CC=CC=1)=C.C(OC)(OC)OC.C([O-])(=O)C.C([O-])(=O)C.C([NH3+])C[NH3+]. (7) Reactant: Br[C:2]1[CH:7]=[CH:6][C:5]([NH:8][C:9]2[N:13]=[C:12]([NH2:14])[NH:11][N:10]=2)=[CH:4][C:3]=1[C:15]([F:18])([F:17])[F:16].[F:19][C:20]1[CH:21]=[C:22](B(O)O)[CH:23]=[CH:24][C:25]=1[F:26].C(=O)([O-])[O-].[K+].[K+].[OH-].[NH4+]. Product: [F:19][C:20]1[CH:21]=[C:22]([C:2]2[CH:7]=[CH:6][C:5]([NH:8][C:9]3[N:13]=[C:12]([NH2:14])[NH:11][N:10]=3)=[CH:4][C:3]=2[C:15]([F:18])([F:17])[F:16])[CH:23]=[CH:24][C:25]=1[F:26]. The catalyst class is: 12. (8) Reactant: [N+:1]([C:4]1[CH:9]=[CH:8][C:7]([C:10]2[CH:15]=[CH:14][CH:13]=[CH:12][C:11]=2[Cl:16])=[CH:6][C:5]=1[OH:17])([O-])=O. Product: [NH2:1][C:4]1[CH:9]=[CH:8][C:7]([C:10]2[CH:15]=[CH:14][CH:13]=[CH:12][C:11]=2[Cl:16])=[CH:6][C:5]=1[OH:17]. The catalyst class is: 29. (9) Reactant: C(Cl)(Cl)Cl.[C:5]([C:9]1[CH:14]=[CH:13][C:12]([CH:15]2[C:19]([OH:20])=[C:18]([C:21]([CH3:23])=[O:22])[CH2:17][S:16]2)=[CH:11][CH:10]=1)([CH3:8])([CH3:7])[CH3:6].S(Cl)(Cl)(=O)=O. Product: [C:5]([C:9]1[CH:10]=[CH:11][C:12]([C:15]2[S:16][CH:17]=[C:18]([C:21]([CH3:23])=[O:22])[C:19]=2[OH:20])=[CH:13][CH:14]=1)([CH3:8])([CH3:6])[CH3:7]. The catalyst class is: 6.